This data is from NCI-60 drug combinations with 297,098 pairs across 59 cell lines. The task is: Regression. Given two drug SMILES strings and cell line genomic features, predict the synergy score measuring deviation from expected non-interaction effect. (1) Drug 1: C1CC(C1)(C(=O)O)C(=O)O.[NH2-].[NH2-].[Pt+2]. Drug 2: C(=O)(N)NO. Cell line: SF-295. Synergy scores: CSS=2.94, Synergy_ZIP=-6.89, Synergy_Bliss=-5.05, Synergy_Loewe=-11.1, Synergy_HSA=-6.53. (2) Drug 1: CC1=C(C(=O)C2=C(C1=O)N3CC4C(C3(C2COC(=O)N)OC)N4)N. Drug 2: C1C(C(OC1N2C=NC(=NC2=O)N)CO)O. Cell line: U251. Synergy scores: CSS=31.8, Synergy_ZIP=3.31, Synergy_Bliss=1.99, Synergy_Loewe=-11.8, Synergy_HSA=1.68. (3) Drug 1: CC1C(C(CC(O1)OC2CC(CC3=C2C(=C4C(=C3O)C(=O)C5=C(C4=O)C(=CC=C5)OC)O)(C(=O)C)O)N)O.Cl. Drug 2: C1=NC2=C(N1)C(=S)N=CN2. Cell line: ACHN. Synergy scores: CSS=16.0, Synergy_ZIP=0.200, Synergy_Bliss=3.68, Synergy_Loewe=-3.03, Synergy_HSA=4.76. (4) Drug 1: C1CN1P(=S)(N2CC2)N3CC3. Drug 2: C1CNP(=O)(OC1)N(CCCl)CCCl. Cell line: COLO 205. Synergy scores: CSS=17.5, Synergy_ZIP=-6.94, Synergy_Bliss=-3.32, Synergy_Loewe=-27.0, Synergy_HSA=-5.69. (5) Drug 1: CC1=C(N=C(N=C1N)C(CC(=O)N)NCC(C(=O)N)N)C(=O)NC(C(C2=CN=CN2)OC3C(C(C(C(O3)CO)O)O)OC4C(C(C(C(O4)CO)O)OC(=O)N)O)C(=O)NC(C)C(C(C)C(=O)NC(C(C)O)C(=O)NCCC5=NC(=CS5)C6=NC(=CS6)C(=O)NCCC[S+](C)C)O. Drug 2: C1CNP(=O)(OC1)N(CCCl)CCCl. Cell line: SK-OV-3. Synergy scores: CSS=9.41, Synergy_ZIP=-1.40, Synergy_Bliss=-2.29, Synergy_Loewe=-24.6, Synergy_HSA=-2.51.